This data is from Catalyst prediction with 721,799 reactions and 888 catalyst types from USPTO. The task is: Predict which catalyst facilitates the given reaction. (1) Reactant: [Br:1][C:2]1[CH:7]=[CH:6][C:5]([C:8]2[O:9][C:10]([CH3:16])=[C:11]([CH2:13][CH2:14]I)[N:12]=2)=[CH:4][CH:3]=1.S1CCCCS1.[Li]CCCC.[S:28]1[CH2:33][CH2:32][CH2:31][S:30][CH2:29]1.CN1CCCN(C)C1=O. Product: [Br:1][C:2]1[CH:7]=[CH:6][C:5]([C:8]2[O:9][C:10]([CH3:16])=[C:11]([CH2:13][CH2:14][CH:29]3[S:30][CH2:31][CH2:32][CH2:33][S:28]3)[N:12]=2)=[CH:4][CH:3]=1. The catalyst class is: 20. (2) Reactant: [Br:1][C:2]1[C:7]([CH2:8][OH:9])=[CH:6][CH:5]=[CH:4][N:3]=1.N1C=CN=C1.[CH3:15][C:16]([Si:19](Cl)([CH3:21])[CH3:20])([CH3:18])[CH3:17]. Product: [Br:1][C:2]1[C:7]([CH2:8][O:9][Si:19]([C:16]([CH3:18])([CH3:17])[CH3:15])([CH3:21])[CH3:20])=[CH:6][CH:5]=[CH:4][N:3]=1. The catalyst class is: 303. (3) Reactant: [F:1][C:2]1[CH:3]=[CH:4][C:5]([CH2:8][NH:9][CH:10]=O)=[N:6][CH:7]=1.P(Cl)(Cl)(Cl)=O. Product: [F:1][C:2]1[CH:3]=[CH:4][C:5]2[N:6]([CH:10]=[N:9][CH:8]=2)[CH:7]=1. The catalyst class is: 11.